Dataset: Catalyst prediction with 721,799 reactions and 888 catalyst types from USPTO. Task: Predict which catalyst facilitates the given reaction. (1) Reactant: [CH3:1][C:2]1[N:3]=[CH:4][NH:5][CH:6]=1.C(N(CC)CC)C.Cl[C:15]([C:28]1[CH:33]=[CH:32][CH:31]=[CH:30][CH:29]=1)([C:22]1[CH:27]=[CH:26][CH:25]=[CH:24][CH:23]=1)[C:16]1[CH:21]=[CH:20][CH:19]=[CH:18][CH:17]=1. Product: [CH3:1][C:2]1[N:3]=[CH:4][N:5]([C:15]([C:16]2[CH:21]=[CH:20][CH:19]=[CH:18][CH:17]=2)([C:28]2[CH:29]=[CH:30][CH:31]=[CH:32][CH:33]=2)[C:22]2[CH:23]=[CH:24][CH:25]=[CH:26][CH:27]=2)[CH:6]=1. The catalyst class is: 9. (2) Reactant: O=C1C2C(=CC=CC=2)C(=O)[N:3]1[CH2:12][CH2:13][C:14]1[CH:15]=[C:16]2[C:22]3([CH2:27][CH2:26][N:25]([C:28]([O:30][C:31]([CH3:34])([CH3:33])[CH3:32])=[O:29])[CH2:24][CH2:23]3)[CH2:21][N:20]([C:35]3[C:36]4[C@H:43]([CH3:44])[CH2:42][CH2:41][C:37]=4[N:38]=[CH:39][N:40]=3)[C:17]2=[CH:18][CH:19]=1.O.NN. Product: [NH2:3][CH2:12][CH2:13][C:14]1[CH:15]=[C:16]2[C:22]3([CH2:27][CH2:26][N:25]([C:28]([O:30][C:31]([CH3:34])([CH3:32])[CH3:33])=[O:29])[CH2:24][CH2:23]3)[CH2:21][N:20]([C:35]3[C:36]4[C@H:43]([CH3:44])[CH2:42][CH2:41][C:37]=4[N:38]=[CH:39][N:40]=3)[C:17]2=[CH:18][CH:19]=1. The catalyst class is: 14. (3) Reactant: C[O:2][C:3](=[O:25])[C:4]1[CH:9]=[CH:8][C:7](=[CH:10][O:11][C:12]2[CH:13]=[N:14][CH:15]=[CH:16][CH:17]=2)[CH2:6][C:5]=1[O:18][C:19]1[CH:24]=[CH:23][CH:22]=[CH:21][CH:20]=1.[OH-].[K+]. Product: [N:14]1[CH:15]=[CH:16][CH:17]=[C:12]([O:11][CH2:10][C:7]2[CH:8]=[CH:9][C:4]([C:3]([OH:25])=[O:2])=[C:5]([O:18][C:19]3[CH:24]=[CH:23][CH:22]=[CH:21][CH:20]=3)[CH:6]=2)[CH:13]=1. The catalyst class is: 24. (4) The catalyst class is: 14. Product: [NH:36]1[CH2:35][CH2:34][N:33]=[C:32]1[NH:1][C:2]1[CH:3]=[CH:4][C:5]([CH2:8][CH2:9][C:10]2[N:11]=[C:12]([NH:26][C:27](=[O:29])[CH3:28])[S:13][C:14]=2[CH2:15][C:16]2[CH:21]=[CH:20][C:19]([S:22]([CH3:25])(=[O:24])=[O:23])=[CH:18][CH:17]=2)=[CH:6][CH:7]=1. Reactant: [NH2:1][C:2]1[CH:7]=[CH:6][C:5]([CH2:8][CH2:9][C:10]2[N:11]=[C:12]([NH:26][C:27](=[O:29])[CH3:28])[S:13][C:14]=2[CH2:15][C:16]2[CH:21]=[CH:20][C:19]([S:22]([CH3:25])(=[O:24])=[O:23])=[CH:18][CH:17]=2)=[CH:4][CH:3]=1.CS[C:32]1[N:33](C(OCC)=O)[CH2:34][CH2:35][N:36]=1.CC(O)=O.C([O-])(O)=O.[Na+]. (5) Reactant: [C:1]([N:8]([CH2:15][C:16]1[CH:35]=[CH:34][C:19]([C:20]([NH:22][CH2:23][CH2:24][CH2:25][CH2:26][N:27]([CH2:31][CH2:32][CH3:33])[CH2:28][CH2:29][CH3:30])=[O:21])=[CH:18][CH:17]=1)[CH2:9][C:10]1[NH:11][CH:12]=[CH:13][N:14]=1)(OC(C)(C)C)=O.C([C:38]1[S:39][CH:40]=[CH:41][N:42]=1)=O.C([BH3-])#N.[Na+].C(O)(=O)C. Product: [CH2:28]([N:27]([CH2:31][CH2:32][CH3:33])[CH2:26][CH2:25][CH2:24][CH2:23][NH:22][C:20](=[O:21])[C:19]1[CH:18]=[CH:17][C:16]([CH2:15][N:8]([CH2:9][C:10]2[NH:11][CH:12]=[CH:13][N:14]=2)[CH2:1][C:38]2[S:39][CH:40]=[CH:41][N:42]=2)=[CH:35][CH:34]=1)[CH2:29][CH3:30]. The catalyst class is: 5. (6) Reactant: Cl[C:2]1[CH:3]=[CH:4][C:5]2[N:6]([C:8]([CH:11]([C:13]3[C:14]([F:26])=[C:15]4[C:19](=[CH:20][C:21]=3[F:22])[N:18]([CH:23]([CH3:25])[CH3:24])[N:17]=[CH:16]4)[CH3:12])=[CH:9][N:10]=2)[N:7]=1.[F-].[K+].CCO[C:32]([CH3:34])=[O:33]. Product: [F:26][C:14]1[C:13]([CH:11]([C:8]2[N:6]3[N:7]=[C:2]([N:10]4[CH2:9][CH2:8][N:6]([CH3:5])[C:32](=[O:33])[CH2:34]4)[CH:3]=[CH:4][C:5]3=[N:10][CH:9]=2)[CH3:12])=[C:21]([F:22])[CH:20]=[C:19]2[C:15]=1[CH:16]=[N:17][N:18]2[CH:23]([CH3:25])[CH3:24]. The catalyst class is: 37. (7) Reactant: [CH:1]([O:4][C:5]([N:7]1[CH2:12][CH2:11][CH:10]([OH:13])[CH2:9][CH2:8]1)=[O:6])([CH3:3])[CH3:2].Cl[C:15]1[C:20]([CH3:21])=[C:19]([O:22][C:23]2[C:24]([CH3:29])=[N:25][CH:26]=[CH:27][CH:28]=2)[N:18]=[CH:17][N:16]=1.CC(C)([O-])C.[K+]. Product: [CH:1]([O:4][C:5]([N:7]1[CH2:8][CH2:9][CH:10]([O:13][C:15]2[C:20]([CH3:21])=[C:19]([O:22][C:23]3[C:24]([CH3:29])=[N:25][CH:26]=[CH:27][CH:28]=3)[N:18]=[CH:17][N:16]=2)[CH2:11][CH2:12]1)=[O:6])([CH3:3])[CH3:2]. The catalyst class is: 1. (8) Reactant: C([O:3][C:4]([C:6]1[N:7]=[C:8]([C:11]2([NH:14][C:15]([O:17][CH2:18][C:19]3[CH:24]=[CH:23][CH:22]=[CH:21][CH:20]=3)=[O:16])[CH2:13][CH2:12]2)[O:9][CH:10]=1)=[O:5])C.[OH-].[Na+].Cl. Product: [CH2:18]([O:17][C:15]([NH:14][C:11]1([C:8]2[O:9][CH:10]=[C:6]([C:4]([OH:5])=[O:3])[N:7]=2)[CH2:13][CH2:12]1)=[O:16])[C:19]1[CH:20]=[CH:21][CH:22]=[CH:23][CH:24]=1. The catalyst class is: 1. (9) The catalyst class is: 16. Reactant: [CH3:1][C:2]1([CH3:14])[CH2:13][CH2:12][C:5]2=[C:6]([C:9](O)=[O:10])[S:7][CH:8]=[C:4]2[CH2:3]1.Cl.[CH3:16][NH:17][O:18][CH3:19].CCN(C(C)C)C(C)C.CN(C(ON1N=NC2C=CC=CC1=2)=[N+](C)C)C.[B-](F)(F)(F)F. Product: [CH3:19][O:18][N:17]([CH3:16])[C:9]([C:6]1[S:7][CH:8]=[C:4]2[CH2:3][C:2]([CH3:14])([CH3:1])[CH2:13][CH2:12][C:5]=12)=[O:10]. (10) Reactant: [CH3:1][C:2]1[N:7]=[C:6]([NH:8][C:9]([NH2:11])=[S:10])[CH:5]=[CH:4][CH:3]=1.Br[CH2:13][C:14]([C:16]1[CH:21]=[CH:20][CH:19]=[CH:18][N:17]=1)=O. Product: [CH3:1][C:2]1[N:7]=[C:6]([NH:8][C:9]2[S:10][CH:13]=[C:14]([C:16]3[CH:21]=[CH:20][CH:19]=[CH:18][N:17]=3)[N:11]=2)[CH:5]=[CH:4][CH:3]=1. The catalyst class is: 8.